Dataset: Forward reaction prediction with 1.9M reactions from USPTO patents (1976-2016). Task: Predict the product of the given reaction. (1) Given the reactants Cl.[Cl:2][C:3]1[C:8]([Cl:9])=[CH:7][C:6]([NH:10][C:11]2[C:12]3[C:19]4[CH2:20][CH2:21][NH:22][CH2:23][C:18]=4[S:17][C:13]=3[N:14]=[CH:15][N:16]=2)=[CH:5][C:4]=1[OH:24].Cl.[CH3:26][N:27]([CH:34]([CH3:36])[CH3:35])[CH2:28]/[CH:29]=[CH:30]/[C:31](O)=[O:32].CCN(C(C)C)C(C)C.CN(C(ON1N=NC2C=CC=CC1=2)=[N+](C)C)C.[B-](F)(F)(F)F, predict the reaction product. The product is: [Cl:2][C:3]1[C:8]([Cl:9])=[CH:7][C:6]([NH:10][C:11]2[C:12]3[C:19]4[CH2:20][CH2:21][N:22]([C:31](=[O:32])/[CH:30]=[CH:29]/[CH2:28][N:27]([CH3:26])[CH:34]([CH3:36])[CH3:35])[CH2:23][C:18]=4[S:17][C:13]=3[N:14]=[CH:15][N:16]=2)=[CH:5][C:4]=1[OH:24]. (2) Given the reactants [F:1][C:2]1[CH:7]=[CH:6][CH:5]=[CH:4][C:3]=1[C:8]1([CH2:28][CH2:29][OH:30])[O:13][C:12](=[O:14])[N:11]([C:15]2[CH:20]=[CH:19][CH:18]=[C:17]([C:21]3[CH:26]=[CH:25][C:24]([F:27])=[CH:23][CH:22]=3)[N:16]=2)[CH2:10][CH2:9]1.[OH:31]O, predict the reaction product. The product is: [F:27][C:24]1[CH:23]=[CH:22][C:21]([C:17]2[CH:18]=[CH:19][CH:20]=[C:15]([N:11]3[CH2:10][CH2:9][C:8]([C:3]4[CH:4]=[CH:5][CH:6]=[CH:7][C:2]=4[F:1])([CH2:28][CH2:29][OH:30])[O:13][C:12]3=[O:14])[N+:16]=2[O-:31])=[CH:26][CH:25]=1. (3) Given the reactants [CH3:1][O:2][C:3]1[CH:4]=[C:5]([N:9]2[CH2:24][CH:12]3[CH2:13][N:14](C(OC(C)(C)C)=O)[CH2:15][CH2:16][N:11]3[C:10]2=[O:25])[CH:6]=[CH:7][CH:8]=1.C(OCC)(=O)C.[ClH:32], predict the reaction product. The product is: [ClH:32].[CH3:1][O:2][C:3]1[CH:4]=[C:5]([N:9]2[CH2:24][CH:12]3[CH2:13][NH:14][CH2:15][CH2:16][N:11]3[C:10]2=[O:25])[CH:6]=[CH:7][CH:8]=1. (4) Given the reactants [NH2:1][C@H:2]([C:19]([NH:21][C@H:22]([C:27]([O:29][CH3:30])=[O:28])[CH2:23][CH:24]([CH3:26])[CH3:25])=[O:20])[CH2:3][C:4]1[CH:9]=[CH:8][C:7]([CH2:10][NH:11][C:12]([O:14][C:15]([CH3:18])([CH3:17])[CH3:16])=[O:13])=[CH:6][CH:5]=1.[NH:31]([N:43]=[N+:44]=[N-:45])[C@H:32]([C:40](O)=[O:41])[CH2:33][C:34]1[CH:39]=[CH:38][CH:37]=[CH:36][CH:35]=1.CN(C(ON1N=NC2C=CC=CC1=2)=[N+](C)C)C.F[P-](F)(F)(F)(F)F.CCN(C(C)C)C(C)C, predict the reaction product. The product is: [NH:31]([N:43]=[N+:44]=[N-:45])[C@H:32]([C:40]([NH:1][C@H:2]([C:19]([NH:21][C@H:22]([C:27]([O:29][CH3:30])=[O:28])[CH2:23][CH:24]([CH3:26])[CH3:25])=[O:20])[CH2:3][C:4]1[CH:5]=[CH:6][C:7]([CH2:10][NH:11][C:12]([O:14][C:15]([CH3:16])([CH3:17])[CH3:18])=[O:13])=[CH:8][CH:9]=1)=[O:41])[CH2:33][C:34]1[CH:39]=[CH:38][CH:37]=[CH:36][CH:35]=1. (5) Given the reactants [CH:1]1([C:6]2[CH:11]=[CH:10][C:9]([S:12](Cl)(=[O:14])=[O:13])=[C:8]([F:16])[CH:7]=2)[CH2:5][CH2:4][CH2:3][CH2:2]1.[NH2:17][C:18]1[CH:22]=[CH:21][S:20][C:19]=1[C:23]([O:25][CH3:26])=[O:24].N1C=CC=CC=1, predict the reaction product. The product is: [CH:1]1([C:6]2[CH:11]=[CH:10][C:9]([S:12]([NH:17][C:18]3[CH:22]=[CH:21][S:20][C:19]=3[C:23]([O:25][CH3:26])=[O:24])(=[O:14])=[O:13])=[C:8]([F:16])[CH:7]=2)[CH2:5][CH2:4][CH2:3][CH2:2]1. (6) Given the reactants [CH3:1][C:2]([C:4]1[CH:9]=[CH:8][C:7]([F:10])=[C:6]([O:11][CH3:12])[CH:5]=1)=O.Cl.[N:14]1[O:15][N:16]=[C:17]2[CH:22]=[C:21]([CH2:23][O:24][NH2:25])[CH:20]=[CH:19][C:18]=12.N1C=CC=CC=1, predict the reaction product. The product is: [N:14]1[O:15][N:16]=[C:17]2[CH:22]=[C:21]([CH2:23][O:24][N:25]=[C:2]([C:4]3[CH:9]=[CH:8][C:7]([F:10])=[C:6]([O:11][CH3:12])[CH:5]=3)[CH3:1])[CH:20]=[CH:19][C:18]=12. (7) Given the reactants [OH:1][CH2:2][C:3]1[O:4][C:5]2[CH:11]=[CH:10][C:9]([NH:12][CH2:13][CH2:14][N:15](C)[C:16](=O)OC(C)(C)C)=[CH:8][C:6]=2[CH:7]=1, predict the reaction product. The product is: [CH3:16][NH:15][CH2:14][CH2:13][NH:12][C:9]1[CH:10]=[CH:11][C:5]2[O:4][C:3]([CH2:2][OH:1])=[CH:7][C:6]=2[CH:8]=1.